Dataset: Forward reaction prediction with 1.9M reactions from USPTO patents (1976-2016). Task: Predict the product of the given reaction. (1) Given the reactants [CH3:1][N:2]1[CH:6]=[C:5]([CH3:7])[CH:4]=[C:3]1[C:8]([OH:10])=O.O1CCCC1.C(Cl)(=O)C(Cl)=O.[NH2:22][C:23]1[CH:24]=[C:25]([CH:42]=[CH:43][CH:44]=1)[O:26][C:27]1[CH:28]=[CH:29][C:30]2[N:31]([N:33]=[C:34]([NH:36][C:37]([CH:39]3[CH2:41][CH2:40]3)=[O:38])[N:35]=2)[CH:32]=1, predict the reaction product. The product is: [CH:39]1([C:37]([NH:36][C:34]2[N:35]=[C:30]3[CH:29]=[CH:28][C:27]([O:26][C:25]4[CH:24]=[C:23]([NH:22][C:8]([C:3]5[N:2]([CH3:1])[CH:6]=[C:5]([CH3:7])[CH:4]=5)=[O:10])[CH:44]=[CH:43][CH:42]=4)=[CH:32][N:31]3[N:33]=2)=[O:38])[CH2:40][CH2:41]1. (2) Given the reactants [CH3:1][N:2]1[CH:6]=[C:5]([C:7]2[CH:12]=[CH:11][C:10]([C:13]3[C:22]4[C:17](=[CH:18][CH:19]=[C:20]([C:23](O)=[O:24])[CH:21]=4)[CH:16]=[N:15][CH:14]=3)=[CH:9][CH:8]=2)[CH:4]=[N:3]1.[CH:26]1([NH2:29])[CH2:28][CH2:27]1.F[P-](F)(F)(F)(F)F.CN(C(N(C)C)=[N+]1C2C(=NC=CC=2)[N+]([O-])=N1)C.C(N(CC)C(C)C)(C)C, predict the reaction product. The product is: [CH:26]1([NH:29][C:23]([C:20]2[CH:21]=[C:22]3[C:17](=[CH:18][CH:19]=2)[CH:16]=[N:15][CH:14]=[C:13]3[C:10]2[CH:11]=[CH:12][C:7]([C:5]3[CH:4]=[N:3][N:2]([CH3:1])[CH:6]=3)=[CH:8][CH:9]=2)=[O:24])[CH2:28][CH2:27]1. (3) Given the reactants Cl.[F:2][C:3]1[CH:8]=[CH:7][C:6]([NH:9]N)=[CH:5][CH:4]=1.[CH3:11][CH:12](C)C(=O)C.N1C2C(=CC=CC=2)C=C1, predict the reaction product. The product is: [F:2][C:3]1[CH:8]=[C:7]2[C:6](=[CH:5][CH:4]=1)[NH:9][CH:12]=[CH:11]2. (4) Given the reactants [CH3:1][O:2][C:3]1[CH:8]=[CH:7][C:6]([OH:9])=[CH:5][CH:4]=1, predict the reaction product. The product is: [CH3:1][O:2][CH:3]1[CH2:8][CH2:7][CH:6]([OH:9])[CH2:5][CH2:4]1. (5) Given the reactants C(C[O:4][C:5](=O)[CH2:6][CH2:7][CH2:8][CH2:9][CH2:10][C:11]1[C:19]2[C:14](=[CH:15][CH:16]=[CH:17][CH:18]=2)[NH:13][CH:12]=1)#N.[NH3:21], predict the reaction product. The product is: [NH:13]1[C:14]2[C:19](=[CH:18][CH:17]=[CH:16][CH:15]=2)[C:11]([CH2:10][CH2:9][CH2:8][CH2:7][CH2:6][C:5]([NH2:21])=[O:4])=[CH:12]1. (6) The product is: [CH:6]([C:5]1[CH:8]=[CH:9][C:2]([O:1][S:14]([C:13]([F:26])([F:25])[F:12])(=[O:16])=[O:15])=[CH:3][C:4]=1[O:10][CH3:11])=[O:7]. Given the reactants [OH:1][C:2]1[CH:9]=[CH:8][C:5]([CH:6]=[O:7])=[C:4]([O:10][CH3:11])[CH:3]=1.[F:12][C:13]([F:26])([F:25])[S:14](O[S:14]([C:13]([F:26])([F:25])[F:12])(=[O:16])=[O:15])(=[O:16])=[O:15], predict the reaction product.